From a dataset of Forward reaction prediction with 1.9M reactions from USPTO patents (1976-2016). Predict the product of the given reaction. (1) The product is: [OH:5][CH:4]([C:6]1[CH:11]=[CH:10][CH:9]=[CH:8][CH:7]=1)[CH2:3][CH2:2][NH:1][C:17](=[O:18])[O:16][C:13]([CH3:15])([CH3:14])[CH3:12]. Given the reactants [NH2:1][CH2:2][CH2:3][CH:4]([C:6]1[CH:11]=[CH:10][CH:9]=[CH:8][CH:7]=1)[OH:5].[CH3:12][C:13]([O:16][C:17](O[C:17]([O:16][C:13]([CH3:15])([CH3:14])[CH3:12])=[O:18])=[O:18])([CH3:15])[CH3:14], predict the reaction product. (2) Given the reactants Br[C:2]1[C:10]2[C:9]([NH:11][C@H:12]([C:14]3[N:19]([C:20]4[CH:25]=[CH:24][CH:23]=[CH:22][CH:21]=4)[C:18](=[O:26])[C:17]4=[C:27]([CH3:30])[CH:28]=[CH:29][N:16]4[N:15]=3)[CH3:13])=[N:8][CH:7]=[N:6][C:5]=2[N:4]([CH2:31][O:32][CH2:33][CH2:34][Si:35]([CH3:38])([CH3:37])[CH3:36])[CH:3]=1.[CH3:39][O:40][C:41]1[C:46]([NH2:47])=[CH:45][C:44](B2OC(C)(C)C(C)(C)O2)=[CH:43][N:42]=1.C(=O)([O-])[O-].[Na+].[Na+], predict the reaction product. The product is: [NH2:47][C:46]1[CH:45]=[C:44]([C:2]2[C:10]3[C:9]([NH:11][C@H:12]([C:14]4[N:19]([C:20]5[CH:25]=[CH:24][CH:23]=[CH:22][CH:21]=5)[C:18](=[O:26])[C:17]5=[C:27]([CH3:30])[CH:28]=[CH:29][N:16]5[N:15]=4)[CH3:13])=[N:8][CH:7]=[N:6][C:5]=3[N:4]([CH2:31][O:32][CH2:33][CH2:34][Si:35]([CH3:38])([CH3:37])[CH3:36])[CH:3]=2)[CH:43]=[N:42][C:41]=1[O:40][CH3:39]. (3) Given the reactants Cl[CH:2]([O:4][C:5](=[O:31])[N:6]([C:15]1[CH:20]=[CH:19][C:18]([C:21](=[O:29])[C:22]2[CH:27]=[CH:26][CH:25]=[CH:24][C:23]=2[CH3:28])=[C:17]([Cl:30])[CH:16]=1)[C:7]1[CH:12]=[CH:11][C:10]([F:13])=[CH:9][C:8]=1[CH3:14])[CH3:3].[C:32]([O-:39])(=[O:38])[CH2:33][CH2:34][CH2:35][CH2:36][CH3:37].C([N+](CCCC)(CCCC)CCCC)CCC, predict the reaction product. The product is: [Cl:30][C:17]1[CH:16]=[C:15]([N:6]([C:7]2[CH:12]=[CH:11][C:10]([F:13])=[CH:9][C:8]=2[CH3:14])[C:5]([O:4][CH:2]([O:39][C:32](=[O:38])[CH2:33][CH2:34][CH2:35][CH2:36][CH3:37])[CH3:3])=[O:31])[CH:20]=[CH:19][C:18]=1[C:21](=[O:29])[C:22]1[CH:27]=[CH:26][CH:25]=[CH:24][C:23]=1[CH3:28]. (4) Given the reactants [Cl:1][C:2]1[CH:3]=[CH:4][C:5]([CH2:11][O:12][C:13]2[CH:18]=[CH:17][CH:16]=[C:15]([F:19])[C:14]=2[F:20])=[C:6]([CH:10]=1)[C:7]([OH:9])=O.Cl.[NH2:22][C@H:23]([C:25]1[CH:34]=[CH:33][C:28]([C:29]([O:31][CH3:32])=[O:30])=[CH:27][CH:26]=1)[CH3:24], predict the reaction product. The product is: [Cl:1][C:2]1[CH:3]=[CH:4][C:5]([CH2:11][O:12][C:13]2[CH:18]=[CH:17][CH:16]=[C:15]([F:19])[C:14]=2[F:20])=[C:6]([CH:10]=1)[C:7]([NH:22][C@H:23]([C:25]1[CH:34]=[CH:33][C:28]([C:29]([O:31][CH3:32])=[O:30])=[CH:27][CH:26]=1)[CH3:24])=[O:9]. (5) Given the reactants F[C:2]1[CH:8]=[CH:7][C:6]([N+:9]([O-:11])=[O:10])=[CH:5][C:3]=1[NH2:4].[OH:12][CH:13]1[CH2:17][CH2:16][NH:15][CH2:14]1, predict the reaction product. The product is: [OH:12][CH:13]1[CH2:17][CH2:16][N:15]([C:2]2[CH:8]=[CH:7][C:6]([N+:9]([O-:11])=[O:10])=[CH:5][C:3]=2[NH2:4])[CH2:14]1. (6) Given the reactants C([N:8]1[CH2:17][CH2:16][C:15]2[C:14]([NH:18][C:19]3[CH:24]=[CH:23][C:22]([N:25]4[CH2:31][CH2:30][CH2:29][CH2:28][CH2:27][CH2:26]4)=[CH:21][CH:20]=3)=[N:13][CH:12]=[N:11][C:10]=2[CH2:9]1)C1C=CC=CC=1, predict the reaction product. The product is: [N:25]1([C:22]2[CH:21]=[CH:20][C:19]([NH:18][C:14]3[C:15]4[CH2:16][CH2:17][NH:8][CH2:9][C:10]=4[N:11]=[CH:12][N:13]=3)=[CH:24][CH:23]=2)[CH2:26][CH2:27][CH2:28][CH2:29][CH2:30][CH2:31]1. (7) Given the reactants [NH2:1][C:2]1[N:7]=[C:6]([N:8]2[CH2:13][CH2:12][CH2:11][C@H:10]([C:14]([OH:16])=O)[CH2:9]2)[CH:5]=[C:4]([C:17]2[CH:22]=[CH:21][C:20]([C:23]#[N:24])=[C:19]([F:25])[CH:18]=2)[N:3]=1.C(Cl)CCl.C1C=CC2N(O)N=NC=2C=1.[NH2:40][C:41]1[CH:46]=[CH:45][C:44]([CH3:47])=[CH:43][CH:42]=1, predict the reaction product. The product is: [NH2:1][C:2]1[N:7]=[C:6]([N:8]2[CH2:13][CH2:12][CH2:11][C@H:10]([C:14]([NH:40][C:41]3[CH:46]=[CH:45][C:44]([CH3:47])=[CH:43][CH:42]=3)=[O:16])[CH2:9]2)[CH:5]=[C:4]([C:17]2[CH:22]=[CH:21][C:20]([C:23]#[N:24])=[C:19]([F:25])[CH:18]=2)[N:3]=1.